Dataset: Forward reaction prediction with 1.9M reactions from USPTO patents (1976-2016). Task: Predict the product of the given reaction. (1) Given the reactants [OH:1][CH2:2][CH:3]1[O:7][C:6](=[O:8])[NH:5][CH2:4]1.I[C:10]1[CH:11]=[N:12][N:13]2[CH2:18][C@H:17]([CH3:19])[N:16]([C:20]([O:22][C:23]([CH3:26])([CH3:25])[CH3:24])=[O:21])[CH2:15][C:14]=12.[O-]P([O-])([O-])=O.[K+].[K+].[K+].CN[C@@H]1CCCC[C@H]1NC, predict the reaction product. The product is: [OH:1][CH2:2][CH:3]1[O:7][C:6](=[O:8])[N:5]([C:10]2[CH:11]=[N:12][N:13]3[CH2:18][C@H:17]([CH3:19])[N:16]([C:20]([O:22][C:23]([CH3:24])([CH3:26])[CH3:25])=[O:21])[CH2:15][C:14]=23)[CH2:4]1. (2) Given the reactants [NH2:1][C@H:2]1[C:11]2[C:6](=[CH:7][CH:8]=[C:9]([C:12]3[CH2:13][CH2:14][O:15][CH2:16][CH:17]=3)[CH:10]=2)[N:5]([C:18](=[O:20])[CH3:19])[C@@H:4]([CH:21]2[CH2:23][CH2:22]2)[C@@H:3]1[CH3:24].CC(C)([O-])C.[Na+].CN(C1C(C2C(P(C3CCCCC3)C3CCCCC3)=CC=CC=2)=CC=CC=1)C.Br[C:60]1[N:65]=[C:64]([CH3:66])[CH:63]=[CH:62][N:61]=1, predict the reaction product. The product is: [CH:21]1([C@H:4]2[C@H:3]([CH3:24])[C@@H:2]([NH:1][C:60]3[N:65]=[C:64]([CH3:66])[CH:63]=[CH:62][N:61]=3)[C:11]3[C:6](=[CH:7][CH:8]=[C:9]([C:12]4[CH2:13][CH2:14][O:15][CH2:16][CH:17]=4)[CH:10]=3)[N:5]2[C:18](=[O:20])[CH3:19])[CH2:23][CH2:22]1. (3) The product is: [NH2:21][C:19](/[C:18](=[CH:7]/[C:6]1[CH:5]=[C:4]([CH:1]([CH3:3])[CH3:2])[C:11]([OH:12])=[C:10]([CH:13]([CH3:15])[CH3:14])[CH:9]=1)/[C:16]#[N:17])=[S:20]. Given the reactants [CH:1]([C:4]1[CH:5]=[C:6]([CH:9]=[C:10]([CH:13]([CH3:15])[CH3:14])[C:11]=1[OH:12])[CH:7]=O)([CH3:3])[CH3:2].[C:16]([CH2:18][C:19]([NH2:21])=[S:20])#[N:17], predict the reaction product. (4) The product is: [N+:1]([C:4]1[CH:5]=[CH:6][C:7]([C:8]2[N:22]=[CH:25][N:10]([C:11]3[CH:12]=[CH:13][C:14]([O:17][C:18]([F:19])([F:20])[F:21])=[CH:15][CH:16]=3)[N:9]=2)=[CH:23][CH:24]=1)([O-:3])=[O:2]. Given the reactants [N+:1]([C:4]1[CH:24]=[CH:23][C:7]([C:8](=[NH:22])[NH:9][NH:10][C:11]2[CH:16]=[CH:15][C:14]([O:17][C:18]([F:21])([F:20])[F:19])=[CH:13][CH:12]=2)=[CH:6][CH:5]=1)([O-:3])=[O:2].[CH:25](O)=O, predict the reaction product. (5) Given the reactants [C:1](#[N:5])[CH2:2][C:3]#[N:4].CC(C)([O-])C.[K+].Br[C:13]([C:19]1[CH:24]=[CH:23][CH:22]=[CH:21][CH:20]=1)([CH3:18])[C:14]([O:16][CH3:17])=[O:15].C(=O)=O.CO, predict the reaction product. The product is: [C:3]([CH:2]([C:1]#[N:5])[C:13]([CH3:18])([C:19]1[CH:24]=[CH:23][CH:22]=[CH:21][CH:20]=1)[C:14]([O:16][CH3:17])=[O:15])#[N:4]. (6) Given the reactants [CH3:1][C:2]([NH:25][C:26](=O)[O:27]C(C)(C)C)([CH3:24])[C:3](=[O:23])[NH:4][C:5]1[CH:6]=[N:7][C:8]([O:11][C:12]2[C:17]3[C:18]4([CH2:21][O:22][C:16]=3[CH:15]=[CH:14][CH:13]=2)[CH2:20][CH2:19]4)=[CH:9][CH:10]=1.ClC(Cl)(OC(=O)OC(Cl)(Cl)Cl)Cl, predict the reaction product. The product is: [CH3:24][C:2]1([CH3:1])[NH:25][C:26](=[O:27])[N:4]([C:5]2[CH:6]=[N:7][C:8]([O:11][C:12]3[C:17]4[C:18]5([CH2:21][O:22][C:16]=4[CH:15]=[CH:14][CH:13]=3)[CH2:19][CH2:20]5)=[CH:9][CH:10]=2)[C:3]1=[O:23]. (7) Given the reactants [F:1][C:2]1[C:11]([CH2:12][NH2:13])=[C:10]([F:14])[CH:9]=[C:8]2[C:3]=1[CH:4]=[CH:5][CH:6]=[N:7]2.Br[C:16]1[C:17]([NH2:23])=[N:18][CH:19]=[C:20]([Br:22])[N:21]=1.C(N(CC)CC)C, predict the reaction product. The product is: [Br:22][C:20]1[N:21]=[C:16]([NH:13][CH2:12][C:11]2[C:2]([F:1])=[C:3]3[C:8](=[CH:9][C:10]=2[F:14])[N:7]=[CH:6][CH:5]=[CH:4]3)[C:17]([NH2:23])=[N:18][CH:19]=1.